This data is from Full USPTO retrosynthesis dataset with 1.9M reactions from patents (1976-2016). The task is: Predict the reactants needed to synthesize the given product. (1) Given the product [CH2:1]([O:8][C:9]([N:11]([CH2:13][C:14]1[CH:19]=[C:18]([N+:20]([O-:22])=[O:21])[CH:17]=[CH:16][C:15]=1[CH2:23][C:24]([O:26][CH2:27][CH3:28])=[O:25])[CH3:12])=[O:10])[C:2]1[CH:3]=[CH:4][CH:5]=[CH:6][CH:7]=1, predict the reactants needed to synthesize it. The reactants are: [CH2:1]([O:8][C:9]([N:11]([CH2:13][C:14]1[CH:19]=[C:18]([N+:20]([O-:22])=[O:21])[CH:17]=[CH:16][C:15]=1[CH:23](C(OCC)=O)[C:24]([O:26][CH2:27][CH3:28])=[O:25])[CH3:12])=[O:10])[C:2]1[CH:7]=[CH:6][CH:5]=[CH:4][CH:3]=1.[Cl-].[Li+].O. (2) Given the product [F:11][C:12]1[CH:13]=[C:14]2[C:18](=[CH:19][C:20]=1[F:21])[NH:17][C:16]([C:22]1[CH:23]=[CH:24][C:25]([O:29][CH3:30])=[C:26]([NH:28][CH2:7][C:6]3[CH:9]=[CH:10][C:3]([C:1]#[N:2])=[CH:4][CH:5]=3)[CH:27]=1)=[CH:15]2, predict the reactants needed to synthesize it. The reactants are: [C:1]([C:3]1[CH:10]=[CH:9][C:6]([CH:7]=O)=[CH:5][CH:4]=1)#[N:2].[F:11][C:12]1[CH:13]=[C:14]2[C:18](=[CH:19][C:20]=1[F:21])[NH:17][C:16]([C:22]1[CH:23]=[CH:24][C:25]([O:29][CH3:30])=[C:26]([NH2:28])[CH:27]=1)=[CH:15]2.C(O[BH-](OC(=O)C)OC(=O)C)(=O)C.[Na+].C(=O)(O)[O-].[Na+]. (3) Given the product [CH2:23]([O:22][C:20]([C:15]1[N:16]([CH:26]([CH3:28])[CH3:27])[C:17]2[C:13]([CH:14]=1)=[CH:12][C:11]([C:9]([N:5]1[CH2:6][CH2:7][CH2:8][CH:3]([N:2]([CH3:25])[CH3:1])[CH2:4]1)=[O:10])=[CH:19][CH:18]=2)=[O:21])[CH3:24], predict the reactants needed to synthesize it. The reactants are: [CH3:1][N:2]([CH3:25])[CH:3]1[CH2:8][CH2:7][CH2:6][N:5]([C:9]([C:11]2[CH:12]=[C:13]3[C:17](=[CH:18][CH:19]=2)[NH:16][C:15]([C:20]([O:22][CH2:23][CH3:24])=[O:21])=[CH:14]3)=[O:10])[CH2:4]1.[CH:26](CS([O-])(=O)=O)([CH3:28])[CH3:27].C(=O)([O-])[O-].[Cs+].[Cs+]. (4) Given the product [Cl:1][C:2]1[CH:3]=[C:4]([C:9]2[CH:10]=[CH:11][C:12]([CH2:15][C@@H:16]([NH:23][C:24]([C:26]3[CH:27]=[C:28]([C:35]4[CH:36]=[C:37]([C:45]([F:46])([F:47])[F:48])[CH:38]=[C:39]([C:41]([F:43])([F:44])[F:42])[CH:40]=4)[CH:29]=[CH:30][C:31]=3[OH:32])=[O:25])[C:17]3[O:21][N:20]=[C:19]([CH3:22])[N:18]=3)=[CH:13][CH:14]=2)[CH:5]=[CH:6][C:7]=1[F:8], predict the reactants needed to synthesize it. The reactants are: [Cl:1][C:2]1[CH:3]=[C:4]([C:9]2[CH:14]=[CH:13][C:12]([CH2:15][C@@H:16]([NH:23][C:24]([C:26]3[CH:27]=[C:28]([C:35]4[CH:40]=[C:39]([C:41]([F:44])([F:43])[F:42])[CH:38]=[C:37]([C:45]([F:48])([F:47])[F:46])[CH:36]=4)[CH:29]=[CH:30][C:31]=3[O:32]CC)=[O:25])[C:17]3[O:21][N:20]=[C:19]([CH3:22])[N:18]=3)=[CH:11][CH:10]=2)[CH:5]=[CH:6][C:7]=1[F:8].B(Br)(Br)Br. (5) Given the product [CH2:1]([N:8]1[C:16]2[C:11](=[CH:12][C:13]([NH:17][C:19]3[N:20]=[N:21][C:22]([Cl:28])=[CH:23][C:24]=3[C:25]([OH:27])=[O:26])=[CH:14][CH:15]=2)[CH:10]=[CH:9]1)[C:2]1[CH:3]=[CH:4][CH:5]=[CH:6][CH:7]=1, predict the reactants needed to synthesize it. The reactants are: [CH2:1]([N:8]1[C:16]2[C:11](=[CH:12][C:13]([NH2:17])=[CH:14][CH:15]=2)[CH:10]=[CH:9]1)[C:2]1[CH:7]=[CH:6][CH:5]=[CH:4][CH:3]=1.Cl[C:19]1[N:20]=[N:21][C:22]([Cl:28])=[CH:23][C:24]=1[C:25]([OH:27])=[O:26].C[Si]([N-][Si](C)(C)C)(C)C.[Li+].C(OCC)(=O)C. (6) Given the product [F:22][C:23]1[CH:24]=[C:25]2[C:29](=[CH:30][CH:31]=1)[CH2:28][CH:27]([CH2:32][NH:1][C@@H:2]1[CH2:3][CH2:4][C@H:5]([N:8]3[C:12]4[CH:13]=[CH:14][C:15]([CH3:17])=[CH:16][C:11]=4[N:10]=[C:9]3[C:18]([OH:21])([CH3:19])[CH3:20])[CH2:6][CH2:7]1)[CH2:26]2, predict the reactants needed to synthesize it. The reactants are: [NH2:1][CH:2]1[CH2:7][CH2:6][CH:5]([N:8]2[C:12]3[CH:13]=[CH:14][C:15]([CH3:17])=[CH:16][C:11]=3[N:10]=[C:9]2[C:18]([OH:21])([CH3:20])[CH3:19])[CH2:4][CH2:3]1.[F:22][C:23]1[CH:24]=[C:25]2[C:29](=[CH:30][CH:31]=1)[CH2:28][CH:27]([CH:32]=O)[CH2:26]2. (7) Given the product [C:23]([O:22][C:20]([N:18]1[CH2:19][C:12]2[C:11]([O:10][C:6]3[CH:5]=[C:4]4[C:9](=[CH:8][CH:7]=3)[N:1]([C:36](=[O:35])[NH:37][C:38]3[CH:42]=[C:41]([C:43]5([CH2:46][OH:47])[CH2:44][CH2:45]5)[O:40][N:39]=3)[CH:2]=[CH:3]4)=[N:16][CH:15]=[N:14][C:13]=2[CH2:17]1)=[O:21])([CH3:26])([CH3:25])[CH3:24], predict the reactants needed to synthesize it. The reactants are: [NH:1]1[C:9]2[C:4](=[CH:5][C:6]([O:10][C:11]3[C:12]4[CH2:19][N:18]([C:20]([O:22][C:23]([CH3:26])([CH3:25])[CH3:24])=[O:21])[CH2:17][C:13]=4[N:14]=[CH:15][N:16]=3)=[CH:7][CH:8]=2)[CH:3]=[CH:2]1.[H-].[Na+].C1([O:35][C:36](=O)[NH:37][C:38]2[CH:42]=[C:41]([C:43]3([C:46](C)(C)[O:47][SiH2]C(C)(C)C)[CH2:45][CH2:44]3)[O:40][N:39]=2)C=CC=CC=1.CCCC[N+](CCCC)(CCCC)CCCC.[F-]. (8) Given the product [OH:1][CH:2]([CH2:6][CH2:7][CH2:8][CH2:9][CH2:10][CH2:11][C:12]1[CH:17]=[CH:16][CH:15]=[CH:14][CH:13]=1)[C:3]([NH:36][CH2:35][C:33]1[O:34][C:30]([C:24]2[CH:25]=[CH:26][CH:27]=[CH:28][CH:29]=2)=[N:31][N:32]=1)=[O:5], predict the reactants needed to synthesize it. The reactants are: [OH:1][CH:2]([CH2:6][CH2:7][CH2:8][CH2:9][CH2:10][CH2:11][C:12]1[CH:17]=[CH:16][CH:15]=[CH:14][CH:13]=1)[C:3]([OH:5])=O.C(O)(=O)C(O)=O.[C:24]1([C:30]2[O:34][C:33]([CH2:35][NH2:36])=[N:32][N:31]=2)[CH:29]=[CH:28][CH:27]=[CH:26][CH:25]=1.C1C=CC2N(O)N=NC=2C=1.C(N(C(C)C)CC)(C)C.Cl.C(N=C=NCCCN(C)C)C.